This data is from M1 muscarinic receptor agonist screen with 61,833 compounds. The task is: Binary Classification. Given a drug SMILES string, predict its activity (active/inactive) in a high-throughput screening assay against a specified biological target. (1) The drug is O(C(=O)N1CCN(CC1)C(=O)CCn1nc(ccc1=O)c1ccccc1)CC. The result is 0 (inactive). (2) The molecule is S1CCC(NC(=O)C(CCC)C)C1=O. The result is 0 (inactive). (3) The molecule is O=C(NC1CCCC1)CN(c1ccc(OCC)cc1)C(=O)CCC(=O)Nc1ncccc1. The result is 0 (inactive). (4) The drug is O(c1c2c(C(=O)N(C2=O)c2cc(ccc2)C)ccc1OC)C. The result is 0 (inactive). (5) The molecule is Clc1ccc(C(=O)NCCNC2CCN(CC2)C(OCC)=O)cc1. The result is 1 (active).